Task: Predict the reactants needed to synthesize the given product.. Dataset: Full USPTO retrosynthesis dataset with 1.9M reactions from patents (1976-2016) (1) Given the product [CH3:50][CH:51]([NH:59][C:30]([C:21]1[CH:20]=[C:19]([C:16]2[CH:17]=[CH:18][C:13]([CH3:12])=[CH:14][CH:15]=2)[CH:24]=[C:23]([N:25]2[CH:29]=[N:28][N:27]=[N:26]2)[CH:22]=1)=[O:31])[CH2:52][N:53]1[CH2:58][CH2:57][O:56][CH2:55][CH2:54]1, predict the reactants needed to synthesize it. The reactants are: CCN=C=NCCCN(C)C.[CH3:12][C:13]1[CH:18]=[CH:17][C:16]([C:19]2[CH:24]=[C:23]([N:25]3[CH:29]=[N:28][N:27]=[N:26]3)[CH:22]=[C:21]([C:30](O)=[O:31])[CH:20]=2)=[CH:15][CH:14]=1.C1C=CC2N(O)N=NC=2C=1.CN1C(=O)CCC1.[CH3:50][C@H:51]([NH2:59])[CH2:52][N:53]1[CH2:58][CH2:57][O:56][CH2:55][CH2:54]1. (2) Given the product [CH2:21]([NH:28][C:2]1[CH:7]=[CH:6][C:5]([S:8]([N:11]2[CH2:16][CH2:15][N:14]([CH3:17])[CH2:13][CH2:12]2)(=[O:10])=[O:9])=[CH:4][C:3]=1[N+:18]([O-:20])=[O:19])[C:22]1[CH:27]=[CH:26][CH:25]=[CH:24][CH:23]=1, predict the reactants needed to synthesize it. The reactants are: Cl[C:2]1[CH:7]=[CH:6][C:5]([S:8]([N:11]2[CH2:16][CH2:15][N:14]([CH3:17])[CH2:13][CH2:12]2)(=[O:10])=[O:9])=[CH:4][C:3]=1[N+:18]([O-:20])=[O:19].[CH2:21]([NH2:28])[C:22]1[CH:27]=[CH:26][CH:25]=[CH:24][CH:23]=1. (3) Given the product [CH2:21]([C:22]1[N:6]([CH:7]2[CH2:12][CH2:11][C:10](=[O:13])[NH:9][C:8]2=[O:14])[C:4](=[O:5])[C:3]2[C:2](=[CH:18][CH:17]=[CH:16][C:15]=2[CH3:19])[N:1]=1)[CH3:20], predict the reactants needed to synthesize it. The reactants are: [NH2:1][C:2]1[CH:18]=[CH:17][CH:16]=[C:15]([CH3:19])[C:3]=1[C:4]([NH:6][CH:7]1[CH2:12][CH2:11][C:10](=[O:13])[NH:9][C:8]1=[O:14])=[O:5].[C:20](OCC)(OCC)(OCC)[CH2:21][CH3:22].O.